From a dataset of Reaction yield outcomes from USPTO patents with 853,638 reactions. Predict the reaction yield, written as a fraction of the theoretical maximum amount of product (1.0 means a 100% yield; for example, 0.34 means a 34% yield). (1) The reactants are [Cl:1][C:2]1[CH:3]=[C:4]2[C:8](=[C:9]([NH:11][CH:12]3[CH2:16][CH2:15][CH2:14][CH2:13]3)[CH:10]=1)[NH:7][C:6]([C:17]1[S:18][CH2:19][C@@H:20]([CH2:22][CH2:23]O)[N:21]=1)=[CH:5]2.II.N1C=CN=C1.[NH:32]1[CH:36]=[CH:35][CH:34]=[N:33]1.[H-].[Na+]. The yield is 0.340. The catalyst is O1CCCC1. The product is [Cl:1][C:2]1[CH:3]=[C:4]2[C:8](=[C:9]([NH:11][CH:12]3[CH2:16][CH2:15][CH2:14][CH2:13]3)[CH:10]=1)[NH:7][C:6]([C:17]1[S:18][CH2:19][C@@H:20]([CH2:22][CH2:23][N:32]3[CH:36]=[CH:35][CH:34]=[N:33]3)[N:21]=1)=[CH:5]2. (2) The reactants are [C:1]([O:5][C:6]([NH:8][CH2:9][CH:10]([C:12]1[CH:20]=[CH:19][C:15]([C:16]([OH:18])=O)=[CH:14][N:13]=1)[OH:11])=[O:7])([CH3:4])([CH3:3])[CH3:2].C(N(C(C)C)CC)(C)C.F[B-](F)(F)F.N1(OC(=[N+](C)C)N(C)C)C2C=CC=CC=2N=N1.[CH2:52]([NH2:59])[C:53]1[CH:58]=[CH:57][CH:56]=[CH:55][CH:54]=1. The catalyst is CCOC(C)=O.CN(C=O)C. The product is [C:1]([O:5][C:6](=[O:7])[NH:8][CH2:9][CH:10]([C:12]1[CH:20]=[CH:19][C:15]([C:16](=[O:18])[NH:59][CH2:52][C:53]2[CH:58]=[CH:57][CH:56]=[CH:55][CH:54]=2)=[CH:14][N:13]=1)[OH:11])([CH3:2])([CH3:3])[CH3:4]. The yield is 0.279.